This data is from Catalyst prediction with 721,799 reactions and 888 catalyst types from USPTO. The task is: Predict which catalyst facilitates the given reaction. (1) Reactant: [C:1]([C:4]1[CH:5]=[CH:6][C:7]([F:12])=[C:8]([CH:11]=1)[C:9]#[N:10])(=[O:3])[CH3:2].[Br:13]Br. Product: [Br:13][CH2:2][C:1]([C:4]1[CH:5]=[CH:6][C:7]([F:12])=[C:8]([CH:11]=1)[C:9]#[N:10])=[O:3]. The catalyst class is: 2. (2) Product: [F:19][C:20]1[CH:25]=[CH:24][C:23]([NH:26][C:27](=[S:28])[NH:1][C:2]2[CH:3]=[C:4]([CH:14]=[CH:15][C:16]=2[O:17][CH3:18])[C:5]([NH:7][C:8]2[CH:13]=[CH:12][CH:11]=[CH:10][CH:9]=2)=[O:6])=[CH:22][CH:21]=1. Reactant: [NH2:1][C:2]1[CH:3]=[C:4]([CH:14]=[CH:15][C:16]=1[O:17][CH3:18])[C:5]([NH:7][C:8]1[CH:13]=[CH:12][CH:11]=[CH:10][CH:9]=1)=[O:6].[F:19][C:20]1[CH:25]=[CH:24][C:23]([N:26]=[C:27]=[S:28])=[CH:22][CH:21]=1. The catalyst class is: 13. (3) Reactant: Br[C:2]1[CH:7]=[CH:6][C:5]([NH:8][C:9]2[C:17]3[C:12](=[CH:13][N:14]=[CH:15][CH:16]=3)[O:11][C:10]=2[C:18]([O:20][CH2:21][CH3:22])=[O:19])=[C:4]([F:23])[CH:3]=1.[I-:24].[Na+].CN[C@@H]1CCCC[C@H]1NC. Product: [F:23][C:4]1[CH:3]=[C:2]([I:24])[CH:7]=[CH:6][C:5]=1[NH:8][C:9]1[C:17]2[C:12](=[CH:13][N:14]=[CH:15][CH:16]=2)[O:11][C:10]=1[C:18]([O:20][CH2:21][CH3:22])=[O:19]. The catalyst class is: 185.